From a dataset of Full USPTO retrosynthesis dataset with 1.9M reactions from patents (1976-2016). Predict the reactants needed to synthesize the given product. (1) The reactants are: C([O-])([O-])=O.[Na+].[Na+].[N+](C1C=CC(C([O:16][C@H:17]2[C:21]3[N:22]=[CH:23][N:24]=[C:25](Cl)[C:20]=3[C@H:19]([CH3:27])[CH2:18]2)=O)=CC=1)([O-])=O.B1([C:39]2[CH2:44][CH2:43][N:42]([C:45]([O:47][C:48]([CH3:51])([CH3:50])[CH3:49])=[O:46])[CH2:41][CH:40]=2)OC(C)(C)C(C)(C)O1.[Li+].[OH-]. Given the product [OH:16][C@H:17]1[C:21]2[N:22]=[CH:23][N:24]=[C:25]([C:39]3[CH2:44][CH2:43][N:42]([C:45]([O:47][C:48]([CH3:51])([CH3:50])[CH3:49])=[O:46])[CH2:41][CH:40]=3)[C:20]=2[C@H:19]([CH3:27])[CH2:18]1, predict the reactants needed to synthesize it. (2) Given the product [N:27]1([C:1]([CH:4]([CH3:26])[CH2:5][CH2:6][N:7]2[C:11]3[CH:12]=[CH:13][CH:14]=[C:15]([CH3:16])[C:10]=3[N:9]=[C:8]2[CH2:17][O:18][C:19]2[CH:20]=[CH:21][C:22]([Cl:25])=[CH:23][CH:24]=2)=[O:3])[CH2:31][CH2:30][CH2:29][CH2:28]1, predict the reactants needed to synthesize it. The reactants are: [C:1]([CH:4]([CH3:26])[CH2:5][CH2:6][N:7]1[C:11]2[CH:12]=[CH:13][CH:14]=[C:15]([CH3:16])[C:10]=2[N:9]=[C:8]1[CH2:17][O:18][C:19]1[CH:24]=[CH:23][C:22]([Cl:25])=[CH:21][CH:20]=1)([OH:3])=O.[NH:27]1[CH2:31][CH2:30][CH2:29][CH2:28]1.ON1C2C=CC=CC=2N=N1.C1(N=C=NC2CCCCC2)CCCCC1.